Dataset: Reaction yield outcomes from USPTO patents with 853,638 reactions. Task: Predict the reaction yield, written as a fraction of the theoretical maximum amount of product (1.0 means a 100% yield; for example, 0.34 means a 34% yield). (1) The reactants are C(N(C(C)C)CC)(C)C.FC(F)(F)C(O)=O.[CH3:17][O:18][C:19](=[O:38])[CH2:20][C:21]1[CH:30]=[C:29]([CH:31]2[CH2:36][CH2:35][NH:34][CH2:33][CH2:32]2)[C:28]2[C:23](=[CH:24][CH:25]=[C:26]([F:37])[CH:27]=2)[CH:22]=1.[F:39][C:40]([F:56])([F:55])[C:41]1[CH:42]=[C:43]([S:51](Cl)(=[O:53])=[O:52])[CH:44]=[C:45]([C:47]([F:50])([F:49])[F:48])[CH:46]=1. The catalyst is O1CCCC1. The product is [CH3:17][O:18][C:19](=[O:38])[CH2:20][C:21]1[CH:30]=[C:29]([CH:31]2[CH2:36][CH2:35][N:34]([S:51]([C:43]3[CH:44]=[C:45]([C:47]([F:48])([F:49])[F:50])[CH:46]=[C:41]([C:40]([F:39])([F:55])[F:56])[CH:42]=3)(=[O:53])=[O:52])[CH2:33][CH2:32]2)[C:28]2[C:23](=[CH:24][CH:25]=[C:26]([F:37])[CH:27]=2)[CH:22]=1. The yield is 0.420. (2) The reactants are [SH:1][C:2]1[S:3][C:4]2[CH:10]=[CH:9][C:8]([C:11]([F:14])([F:13])[F:12])=[CH:7][C:5]=2[N:6]=1.Cl[C:16]1[C:21]([Cl:22])=[CH:20][C:19]([N+:23]([O-:25])=[O:24])=[CH:18][C:17]=1[C:26](=[O:28])[CH3:27].[H-].[Na+]. The catalyst is CN(C=O)C. The product is [Cl:22][C:21]1[C:16]([S:1][C:2]2[S:3][C:4]3[CH:10]=[CH:9][C:8]([C:11]([F:14])([F:13])[F:12])=[CH:7][C:5]=3[N:6]=2)=[C:17]([C:26](=[O:28])[CH3:27])[CH:18]=[C:19]([N+:23]([O-:25])=[O:24])[CH:20]=1. The yield is 0.870. (3) The reactants are [CH3:1][C:2]([CH3:14])([O:4][C:5]([NH:7][C:8]([CH3:13])([CH3:12])[C:9]([OH:11])=O)=[O:6])[CH3:3].[NH2:15][C@@H:16]([CH:30]([CH3:32])[CH3:31])[CH2:17][NH:18][C:19]([C:21]1[O:22][C:23]2[CH:29]=[CH:28][CH:27]=[CH:26][C:24]=2[CH:25]=1)=[O:20].ON1C(=O)CCC1=O.C1(N=C=NC2CCCCC2)CCCCC1.C(N(CC)CC)C. The catalyst is ClCCl. The product is [O:22]1[C:23]2[CH:29]=[CH:28][CH:27]=[CH:26][C:24]=2[CH:25]=[C:21]1[C:19]([NH:18][CH2:17][C@@H:16]([NH:15][C:9](=[O:11])[C:8]([NH:7][C:5]([O:4][C:2]([CH3:1])([CH3:3])[CH3:14])=[O:6])([CH3:13])[CH3:12])[CH:30]([CH3:31])[CH3:32])=[O:20]. The yield is 0.860. (4) The reactants are Br[C:2]1[CH:3]=[C:4]2[N:10]=[C:9]([CH3:11])[O:8][C:5]2=[N:6][CH:7]=1.[F:12][C:13]1[CH:21]=[C:20]2[C:16]([C:17](B3OC(C)(C)C(C)(C)O3)=[CH:18][N:19]2[C:22]([O:24][C:25]([CH3:28])([CH3:27])[CH3:26])=[O:23])=[CH:15][CH:14]=1. No catalyst specified. The product is [F:12][C:13]1[CH:21]=[C:20]2[C:16]([C:17]([C:2]3[CH:3]=[C:4]4[N:10]=[C:9]([CH3:11])[O:8][C:5]4=[N:6][CH:7]=3)=[CH:18][N:19]2[C:22]([O:24][C:25]([CH3:28])([CH3:27])[CH3:26])=[O:23])=[CH:15][CH:14]=1. The yield is 0.200. (5) No catalyst specified. The product is [C:1]1([CH3:11])[CH:2]=[CH:3][C:4]([CH2:7][C:8]([O:10][CH3:17])=[O:9])=[CH:5][CH:6]=1. The yield is 1.00. The reactants are [C:1]1([CH3:11])[CH:6]=[CH:5][C:4]([CH2:7][C:8]([OH:10])=[O:9])=[CH:3][CH:2]=1.S(=O)(=O)(O)O.[CH3:17]O. (6) The reactants are O=P(Cl)(Cl)Cl.[C:6]([NH:9][N:10]=[C:11]([CH3:17])[C:12]([O:14][CH2:15][CH3:16])=[O:13])(=O)N.[OH-].[Na+].CN([CH:23]=[O:24])C. No catalyst specified. The product is [CH:23]([C:17]1[C:11]([C:12]([O:14][CH2:15][CH3:16])=[O:13])=[N:10][NH:9][CH:6]=1)=[O:24]. The yield is 0.300. (7) The yield is 0.810. The catalyst is C(O)(=O)C. The product is [Br:11][C:7]1[C:8]([OH:10])=[CH:9][C:2]([F:1])=[C:3]([CH:6]=1)[CH:4]=[O:5]. The reactants are [F:1][C:2]1[CH:9]=[C:8]([OH:10])[CH:7]=[CH:6][C:3]=1[CH:4]=[O:5].[Br:11]Br. (8) The reactants are F[C:2](F)(F)[C:3]([OH:5])=[O:4].[CH2:8]([O:10][C:11](=[O:40])[C@@H:12]([CH:19](COC(=O)C)[C:20]1[CH:25]=[CH:24][C:23]([NH:26]C(OC(C)(C)C)=O)=[C:22]([CH3:34])[CH:21]=1)[CH2:13][C:14]([O:16][CH2:17][CH3:18])=[O:15])[CH3:9].Cl[CH2:42]Cl. No catalyst specified. The product is [CH2:8]([O:10][C:11](=[O:40])[C@H:12]([CH2:19][C:20]1[CH:25]=[CH:24][C:23]([NH2:26])=[C:22]([CH3:34])[C:21]=1[CH2:42][O:5][C:3](=[O:4])[CH3:2])[CH2:13][C:14]([O:16][CH2:17][CH3:18])=[O:15])[CH3:9]. The yield is 0.990. (9) The reactants are [Br:1][C:2]1[C:7]([CH3:8])=[CH:6][C:5]([CH3:9])=[CH:4][C:3]=1O.[OH-:11].[Na+].O.[Cl:14][CH2:15][CH2:16]Cl. The catalyst is [Cl-].C([N+](CCCC)(CCCC)CCCC)C1C=CC=CC=1. The product is [Br:1][CH:2]1[CH:3]=[CH:4][C:5]([CH3:9])=[CH:6][C:7]1([O:11][CH2:16][CH2:15][Cl:14])[CH3:8]. The yield is 0.900. (10) The reactants are [Cl:1][CH:2]([CH3:6])[C:3](Cl)=[O:4].[C:7]1([NH2:13])[CH:12]=[CH:11][CH:10]=[CH:9][CH:8]=1.CN(C=O)C.Cl. The catalyst is C(#N)C.O. The product is [Cl:1][CH:2]([CH3:6])[C:3]([NH:13][C:7]1[CH:12]=[CH:11][CH:10]=[CH:9][CH:8]=1)=[O:4]. The yield is 0.710.